From a dataset of Full USPTO retrosynthesis dataset with 1.9M reactions from patents (1976-2016). Predict the reactants needed to synthesize the given product. Given the product [C:1]([O:5][C:6]([N:8]1[CH2:12][CH2:11][CH2:10][C@H:9]1[CH2:13][O:14][C:15]1[CH:16]=[CH:17][C:18]([C:19]([OH:21])=[O:20])=[CH:24][CH:25]=1)=[O:7])([CH3:4])([CH3:2])[CH3:3], predict the reactants needed to synthesize it. The reactants are: [C:1]([O:5][C:6]([N:8]1[CH2:12][CH2:11][CH2:10][C@H:9]1[CH2:13][O:14][C:15]1[CH:25]=[CH:24][C:18]([C:19]([O:21]CC)=[O:20])=[CH:17][CH:16]=1)=[O:7])([CH3:4])([CH3:3])[CH3:2].[OH-].[Na+].